This data is from Forward reaction prediction with 1.9M reactions from USPTO patents (1976-2016). The task is: Predict the product of the given reaction. (1) Given the reactants [OH:1][C:2]1[CH:9]=[CH:8][C:5]([CH:6]=[O:7])=[CH:4][C:3]=1[N+:10]([O-:12])=[O:11].C1(O)C=CC=CC=1.[CH3:20][O:21][C:22](=[O:27])[CH:23](Br)[CH2:24][CH3:25], predict the reaction product. The product is: [CH:6]([C:5]1[CH:8]=[CH:9][C:2]([O:1][CH:23]([CH2:24][CH3:25])[C:22]([O:21][CH3:20])=[O:27])=[C:3]([N+:10]([O-:12])=[O:11])[CH:4]=1)=[O:7]. (2) The product is: [Cl:1][C:2]1[CH:7]=[CH:6][CH:5]=[CH:4][C:3]=1[C:8]1[O:9][C:10]2[C:15]([C:16](=[O:18])[CH:17]=1)=[C:14]([OH:19])[CH:13]=[C:12]([OH:21])[C:11]=2[C@@H:23]1[CH2:27][CH2:26][N:25]([C:28]2[CH:29]=[CH:30][C:31]([OH:34])=[CH:32][CH:33]=2)[C@H:24]1[CH2:36][OH:37]. Given the reactants [Cl:1][C:2]1[CH:7]=[CH:6][CH:5]=[CH:4][C:3]=1[C:8]1[O:9][C:10]2[C:15]([C:16](=[O:18])[CH:17]=1)=[C:14]([O:19]C)[CH:13]=[C:12]([O:21]C)[C:11]=2[C@@H:23]1[CH2:27][CH2:26][N:25]([C:28]2[CH:33]=[CH:32][C:31]([O:34]C)=[CH:30][CH:29]=2)[C@H:24]1[CH2:36][OH:37].Cl.N1C=CC=CC=1, predict the reaction product.